Dataset: Forward reaction prediction with 1.9M reactions from USPTO patents (1976-2016). Task: Predict the product of the given reaction. (1) Given the reactants [CH2:1]([O:3][C:4]([C:6]1[N:7]([C:26]2[CH:31]=[CH:30][C:29]([O:32][CH:33]([CH3:35])[CH3:34])=[CH:28][CH:27]=2)[C:8]2[C:13]([C:14]=1I)=[CH:12][C:11]([C:16]1[CH:21]=[CH:20][C:19]([C:22]([F:25])([F:24])[F:23])=[CH:18][N:17]=1)=[CH:10][CH:9]=2)=[O:5])[CH3:2].[C:36]([NH2:39])(=[O:38])[CH3:37], predict the reaction product. The product is: [CH2:1]([O:3][C:4]([C:6]1[N:7]([C:26]2[CH:31]=[CH:30][C:29]([O:32][CH:33]([CH3:35])[CH3:34])=[CH:28][CH:27]=2)[C:8]2[C:13]([C:14]=1[NH:39][C:36](=[O:38])[CH3:37])=[CH:12][C:11]([C:16]1[CH:21]=[CH:20][C:19]([C:22]([F:25])([F:24])[F:23])=[CH:18][N:17]=1)=[CH:10][CH:9]=2)=[O:5])[CH3:2]. (2) Given the reactants C(OC([N:8]1[CH2:12][CH2:11][CH2:10][C@@H:9]1[CH2:13][O:14][C:15]1[C:16]([C:21]([O:23][CH2:24][CH3:25])=[O:22])=[N:17][CH:18]=[CH:19][CH:20]=1)=O)(C)(C)C.[F:26][C:27]([F:32])([F:31])[C:28]([OH:30])=[O:29], predict the reaction product. The product is: [F:26][C:27]([F:32])([F:31])[C:28]([OH:30])=[O:29].[F:26][C:27]([F:32])([F:31])[C:28]([OH:30])=[O:29].[NH:8]1[CH2:12][CH2:11][CH2:10][C@@H:9]1[CH2:13][O:14][C:15]1[C:16]([C:21]([O:23][CH2:24][CH3:25])=[O:22])=[N:17][CH:18]=[CH:19][CH:20]=1. (3) The product is: [CH2:1]([O:3][C:4]([C:6]1[NH:15][C:9]2=[N:10][C:11]([N:24]3[CH2:25][CH2:26][N:21]([CH:16]4[CH2:20][CH2:19][CH2:18][CH2:17]4)[CH2:22][CH2:23]3)=[CH:12][CH:13]=[C:8]2[CH:7]=1)=[O:5])[CH3:2]. Given the reactants [CH2:1]([O:3][C:4]([C:6]1[NH:15][C:9]2=[N:10][C:11](Br)=[CH:12][CH:13]=[C:8]2[CH:7]=1)=[O:5])[CH3:2].[CH:16]1([N:21]2[CH2:26][CH2:25][NH:24][CH2:23][CH2:22]2)[CH2:20][CH2:19][CH2:18][CH2:17]1, predict the reaction product. (4) Given the reactants [F:1][C:2]1[CH:7]=[CH:6][C:5]([F:8])=[CH:4][C:3]=1[OH:9].[Br:10]Br.S([O-])([O-])(=O)=S.[Na+].[Na+], predict the reaction product. The product is: [Br:10][C:6]1[C:5]([F:8])=[CH:4][C:3]([OH:9])=[C:2]([F:1])[CH:7]=1. (5) Given the reactants [CH3:1][O:2][C:3]1[CH:4]=[C:5]([CH2:11][C:12](N(OC)C)=[O:13])[CH:6]=[CH:7][C:8]=1[O:9][CH3:10].[CH:18]1([Mg]Br)[CH2:20][CH2:19]1, predict the reaction product. The product is: [CH:18]1([C:12](=[O:13])[CH2:11][C:5]2[CH:6]=[CH:7][C:8]([O:9][CH3:10])=[C:3]([O:2][CH3:1])[CH:4]=2)[CH2:20][CH2:19]1.